Dataset: Peptide-MHC class II binding affinity with 134,281 pairs from IEDB. Task: Regression. Given a peptide amino acid sequence and an MHC pseudo amino acid sequence, predict their binding affinity value. This is MHC class II binding data. (1) The peptide sequence is FMVAMFLAVAVVLGL. The MHC is DRB1_0101 with pseudo-sequence DRB1_0101. The binding affinity (normalized) is 0.514. (2) The peptide sequence is ISGLKPGVDYTITVY. The MHC is HLA-DPA10201-DPB10501 with pseudo-sequence HLA-DPA10201-DPB10501. The binding affinity (normalized) is 0.257. (3) The peptide sequence is QSFVSKVVNKNVERP. The MHC is DRB1_0101 with pseudo-sequence DRB1_0101. The binding affinity (normalized) is 0.308. (4) The peptide sequence is AGWDTVLQSITTILA. The MHC is DRB1_0301 with pseudo-sequence DRB1_0301. The binding affinity (normalized) is 0.0851. (5) The peptide sequence is AYKVAATAANAAPAN. The MHC is DRB1_0701 with pseudo-sequence DRB1_0701. The binding affinity (normalized) is 0.399. (6) The MHC is DRB1_0101 with pseudo-sequence DRB1_0101. The binding affinity (normalized) is 0.834. The peptide sequence is TTSLSLHKLLQTLVL. (7) The peptide sequence is LMVVVIPEPGQQRSI. The MHC is DRB3_0202 with pseudo-sequence DRB3_0202. The binding affinity (normalized) is 0.